Predict the product of the given reaction. From a dataset of Forward reaction prediction with 1.9M reactions from USPTO patents (1976-2016). The product is: [C:6]([C:5]1[C:8]([N+:12]([O-:14])=[O:13])=[CH:9][CH:10]=[CH:11][C:4]=1[O:15][CH2:16][CH:17]1[CH2:22][CH2:21][N:20]([C:23]([O:25][C:26]([CH3:29])([CH3:28])[CH3:27])=[O:24])[CH2:19][CH2:18]1)#[N:7]. Given the reactants [N+]([C:4]1[CH:11]=[CH:10][CH:9]=[C:8]([N+:12]([O-:14])=[O:13])[C:5]=1[C:6]#[N:7])([O-])=O.[OH:15][CH2:16][CH:17]1[CH2:22][CH2:21][N:20]([C:23]([O:25][C:26]([CH3:29])([CH3:28])[CH3:27])=[O:24])[CH2:19][CH2:18]1, predict the reaction product.